This data is from Forward reaction prediction with 1.9M reactions from USPTO patents (1976-2016). The task is: Predict the product of the given reaction. (1) Given the reactants [CH3:1][C:2]1[N:3]([C:12]2[CH:17]=[CH:16][CH:15]=[C:14]([C:18]([F:21])([F:20])[F:19])[CH:13]=2)[C:4](=[O:11])[C:5]([C:8](O)=[O:9])=[N:6][CH:7]=1.[CH3:22][N:23](C(ON1N=NC2C=CC=NC1=2)=[N+](C)C)[CH3:24].F[P-](F)(F)(F)(F)F.CCN(CC)CC.Cl.CNC, predict the reaction product. The product is: [CH3:22][N:23]([CH3:24])[C:8]([C:5]1[C:4](=[O:11])[N:3]([C:12]2[CH:17]=[CH:16][CH:15]=[C:14]([C:18]([F:20])([F:21])[F:19])[CH:13]=2)[C:2]([CH3:1])=[CH:7][N:6]=1)=[O:9]. (2) Given the reactants [C:1]([C:3]1[CH:8]=[CH:7][CH:6]=[CH:5][C:4]=1[NH:9][C:10]1[N:27]=[C:13]2[CH:14]=[N:15][C:16]([C:18]3[CH:19]=[C:20]([CH:24]=[CH:25][CH:26]=3)[C:21](O)=[O:22])=[CH:17][N:12]2[N:11]=1)#[N:2].CC[N:30]([CH:34]([CH3:36])[CH3:35])C(C)C.C1(N)CC1.CN(C(ON1N=NC2C=CC=NC1=2)=[N+](C)C)C.F[P-](F)(F)(F)(F)F, predict the reaction product. The product is: [C:1]([C:3]1[CH:8]=[CH:7][CH:6]=[CH:5][C:4]=1[NH:9][C:10]1[N:27]=[C:13]2[CH:14]=[N:15][C:16]([C:18]3[CH:19]=[C:20]([CH:24]=[CH:25][CH:26]=3)[C:21]([NH:30][CH:34]3[CH2:36][CH2:35]3)=[O:22])=[CH:17][N:12]2[N:11]=1)#[N:2]. (3) Given the reactants [Cl:1][C:2]1[CH:31]=[CH:30][CH:29]=[C:28]([F:32])[C:3]=1[CH2:4][N:5]1[C:10]2[CH:11]=[CH:12][CH:13]=[CH:14][C:9]=2[S:8](=[O:16])(=[O:15])[N:7]([C:17]2[CH:22]=[C:21]([CH3:23])[C:20]([O:24]C)=[C:19]([CH3:26])[CH:18]=2)[C:6]1=[O:27].B(Br)(Br)Br.OC1C(C)=CC(N2C(=O)N(CC3C(F)=CC(F)=CC=3F)C3C=CC=CC=3S2(=O)=O)=CC=1C, predict the reaction product. The product is: [Cl:1][C:2]1[CH:31]=[CH:30][CH:29]=[C:28]([F:32])[C:3]=1[CH2:4][N:5]1[C:10]2[CH:11]=[CH:12][CH:13]=[CH:14][C:9]=2[S:8](=[O:15])(=[O:16])[N:7]([C:17]2[CH:18]=[C:19]([CH3:26])[C:20]([OH:24])=[C:21]([CH3:23])[CH:22]=2)[C:6]1=[O:27]. (4) Given the reactants [NH:1]1[C:5]2=[N:6][CH:7]=[CH:8][CH:9]=[C:4]2[C:3]([C:10]2[CH:15]=[CH:14][N:13]=[C:12]([NH:16][C@H:17]3[CH2:22][CH2:21][C@H:20]([OH:23])[CH2:19][CH2:18]3)[N:11]=2)=[CH:2]1.CI.[C:26]([O-])([O-])=O.[K+].[K+].CN(C=O)C, predict the reaction product. The product is: [CH3:26][N:1]1[C:5]2=[N:6][CH:7]=[CH:8][CH:9]=[C:4]2[C:3]([C:10]2[CH:15]=[CH:14][N:13]=[C:12]([NH:16][C@H:17]3[CH2:18][CH2:19][C@H:20]([OH:23])[CH2:21][CH2:22]3)[N:11]=2)=[CH:2]1. (5) The product is: [CH2:1]([C:3]1[CH:4]=[C:5]([C:11]2[CH:12]=[C:13]3[C:17](=[CH:18][CH:19]=2)[C:16](=[O:20])[CH:15]([CH:21]=[O:22])[CH2:14]3)[CH:6]=[CH:7][C:8]=1[OH:9])[CH3:2]. Given the reactants [CH2:1]([C:3]1[CH:4]=[C:5]([C:11]2[CH:12]=[C:13]3[C:17](=[CH:18][CH:19]=2)[C:16](=[O:20])[CH:15]([CH:21]=[O:22])[CH2:14]3)[CH:6]=[CH:7][C:8]=1[O:9]C)[CH3:2].B(Br)(Br)Br, predict the reaction product. (6) The product is: [C:22]([C:7]1[C:6](=[O:24])[N:5]([CH2:4][C:3]2[CH:25]=[CH:26][C:27]([CH3:29])=[CH:28][C:2]=2[CH3:1])[C:10]([C:11]2[CH:16]=[CH:15][C:14]([NH:44][C:40]3[CH:41]=[C:42]4[C:37](=[CH:38][CH:39]=3)[NH:36][C:35]([C:33]([O:32][CH2:30][CH3:31])=[O:34])=[CH:43]4)=[CH:13][CH:12]=2)=[CH:9][C:8]=1[C:18]([F:21])([F:20])[F:19])#[N:23]. Given the reactants [CH3:1][C:2]1[CH:28]=[C:27]([CH3:29])[CH:26]=[CH:25][C:3]=1[CH2:4][N:5]1[C:10]([C:11]2[CH:16]=[CH:15][C:14](C)=[CH:13][CH:12]=2)=[CH:9][C:8]([C:18]([F:21])([F:20])[F:19])=[C:7]([C:22]#[N:23])[C:6]1=[O:24].[CH2:30]([O:32][C:33]([C:35]1[NH:36][C:37]2[C:42]([CH:43]=1)=[CH:41][C:40]([NH2:44])=[CH:39][CH:38]=2)=[O:34])[CH3:31].C(P(C(C)(C)C)C1C=CC=CC=1C1C=CC=CC=1C)(C)(C)C.[O-]P([O-])([O-])=O.[K+].[K+].[K+], predict the reaction product. (7) Given the reactants [Cl:1][C:2]1[CH:3]=[CH:4][C:5]([CH3:23])=[C:6]([C:8]2[NH:9][C:10]([C:15]3[CH:20]=[CH:19][N:18]=[C:17]([NH:21][CH3:22])[N:16]=3)=[CH:11][C:12]=2[C:13]#[N:14])[CH:7]=1.O.S(=O)(=O)(O)[OH:26].N, predict the reaction product. The product is: [Cl:1][C:2]1[CH:3]=[CH:4][C:5]([CH3:23])=[C:6]([C:8]2[NH:9][C:10]([C:15]3[CH:20]=[CH:19][N:18]=[C:17]([NH:21][CH3:22])[N:16]=3)=[CH:11][C:12]=2[C:13]([NH2:14])=[O:26])[CH:7]=1. (8) Given the reactants [C:1]([O:5][C:6]([NH:8][CH2:9][CH2:10][CH2:11][C@H:12]([NH:16][C:17]([O:19][CH2:20][CH:21]1[C:33]2[CH:32]=[CH:31][CH:30]=[CH:29][C:28]=2[C:27]2[C:22]1=[CH:23][CH:24]=[CH:25][CH:26]=2)=[O:18])[C:13]([OH:15])=[O:14])=[O:7])([CH3:4])([CH3:3])[CH3:2].[CH3:34][CH2:35]N=C=NCCCN(C)C.Cl.C1C=CC2N(O)N=NC=2C=1.C(O)C, predict the reaction product. The product is: [CH2:34]([O:14][C:13](=[O:15])[C@@H:12]([NH:16][C:17]([O:19][CH2:20][CH:21]1[C:33]2[CH:32]=[CH:31][CH:30]=[CH:29][C:28]=2[C:27]2[C:22]1=[CH:23][CH:24]=[CH:25][CH:26]=2)=[O:18])[CH2:11][CH2:10][CH2:9][NH:8][C:6]([O:5][C:1]([CH3:4])([CH3:2])[CH3:3])=[O:7])[CH3:35].